Dataset: Full USPTO retrosynthesis dataset with 1.9M reactions from patents (1976-2016). Task: Predict the reactants needed to synthesize the given product. (1) Given the product [CH2:1]([OH:23])[C@H:2]1[O:7][C@H:6]([O:8][C@H:9]2[C@H:14]([OH:15])[C@@H:13]([OH:16])[C@H:12]([OH:17])[O:11][C@@H:10]2[CH2:18][OH:19])[C@H:5]([OH:20])[C@@H:4]([OH:21])[C@@H:3]1[OH:22], predict the reactants needed to synthesize it. The reactants are: [CH2:1]([OH:23])[C@H:2]1[O:7][C@H:6]([O:8][C@H:9]2[C@H:14]([OH:15])[C@@H:13]([OH:16])[C@H:12]([OH:17])[O:11][C@@H:10]2[CH2:18][OH:19])[C@H:5]([OH:20])[C@@H:4]([OH:21])[C@@H:3]1[OH:22].O.C(O)C.C(=O)=O. (2) Given the product [Cl:1][C:2]1[CH:3]=[C:4]([C@H:9]2[CH2:13][CH2:12][CH2:11][N:10]2[C:14]2[CH:19]=[CH:18][N:17]3[N:20]=[CH:21][C:22]([NH:23][C:29]([N:31]4[CH2:32][CH2:33][C@H:38]([OH:41])[CH2:35]4)=[O:30])=[C:16]3[N:15]=2)[CH:5]=[C:6]([F:8])[CH:7]=1, predict the reactants needed to synthesize it. The reactants are: [Cl:1][C:2]1[CH:3]=[C:4]([C@H:9]2[CH2:13][CH2:12][CH2:11][N:10]2[C:14]2[CH:19]=[CH:18][N:17]3[N:20]=[CH:21][C:22]([NH2:23])=[C:16]3[N:15]=2)[CH:5]=[C:6]([F:8])[CH:7]=1.C1N=CN([C:29]([N:31]2[CH:35]=N[CH:33]=[CH:32]2)=[O:30])C=1.N1CC[C@H:38]([OH:41])C1. (3) Given the product [C:23]1([C@H:33]([NH:35][CH:14]2[CH2:15][CH2:16][C@@H:12]([C:10]3[CH:9]=[CH:8][C:7]([C:18]([F:19])([F:21])[F:20])=[C:6]([CH2:5][CH2:4][C:3]([OH:2])=[O:22])[CH:11]=3)[CH2:13]2)[CH3:34])[C:32]2[C:27](=[CH:28][CH:29]=[CH:30][CH:31]=2)[CH:26]=[CH:25][CH:24]=1, predict the reactants needed to synthesize it. The reactants are: C[O:2][C:3](=[O:22])[CH2:4][CH2:5][C:6]1[CH:11]=[C:10]([C@@H:12]2[CH2:16][CH2:15][C:14](=O)[CH2:13]2)[CH:9]=[CH:8][C:7]=1[C:18]([F:21])([F:20])[F:19].[C:23]1([C@H:33]([NH2:35])[CH3:34])[C:32]2[C:27](=[CH:28][CH:29]=[CH:30][CH:31]=2)[CH:26]=[CH:25][CH:24]=1. (4) Given the product [Cl:1][C:2]1[C:10]([F:11])=[CH:9][C:5]([C:6]([NH:18][C@@H:16]([CH3:17])[C:15]([F:20])([F:19])[F:14])=[O:7])=[C:4]([F:12])[CH:3]=1, predict the reactants needed to synthesize it. The reactants are: [Cl:1][C:2]1[C:10]([F:11])=[CH:9][C:5]([C:6](Cl)=[O:7])=[C:4]([F:12])[CH:3]=1.Cl.[F:14][C:15]([F:20])([F:19])[C@@H:16]([NH2:18])[CH3:17].C(N(C(C)C)CC)(C)C.C([O-])(O)=O.[Na+]. (5) Given the product [Cl:23][C:19]1[CH:18]=[C:17]([C:13]2[N:12]=[C:11]([CH2:9][OH:8])[CH:16]=[CH:15][CH:14]=2)[CH:22]=[CH:21][CH:20]=1, predict the reactants needed to synthesize it. The reactants are: [H-].[Al+3].[Li+].[H-].[H-].[H-].C[O:8][C:9]([C:11]1[CH:16]=[CH:15][CH:14]=[C:13]([C:17]2[CH:22]=[CH:21][CH:20]=[C:19]([Cl:23])[CH:18]=2)[N:12]=1)=O.Cl. (6) The reactants are: [Si:1]([O:8][CH:9]([C:12]1[CH:13]=[C:14]2[C:19](=[CH:20][CH:21]=1)[NH:18][C:17](=[O:22])[CH2:16][CH2:15]2)[CH2:10]Cl)([C:4]([CH3:7])([CH3:6])[CH3:5])([CH3:3])[CH3:2].[OH:23][C:24]1([C:30]2[S:31][CH:32]=[CH:33][CH:34]=2)[CH2:29][CH2:28][NH:27][CH2:26][CH2:25]1.[I-].[Na+].C(N(CC)CC)C.C(=O)([O-])O.[Na+]. Given the product [Si:1]([O:8][CH:9]([C:12]1[CH:13]=[C:14]2[C:19](=[CH:20][CH:21]=1)[NH:18][C:17](=[O:22])[CH2:16][CH2:15]2)[CH2:10][N:27]1[CH2:28][CH2:29][C:24]([OH:23])([C:30]2[S:31][CH:32]=[CH:33][CH:34]=2)[CH2:25][CH2:26]1)([C:4]([CH3:7])([CH3:6])[CH3:5])([CH3:3])[CH3:2], predict the reactants needed to synthesize it.